From a dataset of Catalyst prediction with 721,799 reactions and 888 catalyst types from USPTO. Predict which catalyst facilitates the given reaction. (1) Reactant: [OH:1][CH2:2][C:3]1[S:7][C:6]([C:8]([O:10][CH3:11])=[O:9])=[C:5]([C:12]2[CH:17]=[CH:16][CH:15]=[CH:14][CH:13]=2)[CH:4]=1.CC(C)=[O:20].OS(O)(=O)=O.O=[Cr](=O)=O. Product: [CH3:11][O:10][C:8]([C:6]1[S:7][C:3]([C:2]([OH:20])=[O:1])=[CH:4][C:5]=1[C:12]1[CH:17]=[CH:16][CH:15]=[CH:14][CH:13]=1)=[O:9]. The catalyst class is: 21. (2) Reactant: [CH2:1]([C:3]1[CH:8]=[C:7]([CH2:9][CH3:10])[CH:6]=[C:5]([CH2:11][CH3:12])[CH:4]=1)[CH3:2].CO[CH2:15][Cl:16].C(O)(=O)C. Product: [CH2:11]([C:5]1[CH:6]=[C:7]([CH2:9][CH3:10])[CH:8]=[C:3]([CH2:1][CH3:2])[C:4]=1[CH2:15][Cl:16])[CH3:12]. The catalyst class is: 6.